This data is from Reaction yield outcomes from USPTO patents with 853,638 reactions. The task is: Predict the reaction yield, written as a fraction of the theoretical maximum amount of product (1.0 means a 100% yield; for example, 0.34 means a 34% yield). The reactants are [Cl:1][C:2]1[CH:7]=[CH:6][C:5]([C:8]2[C:9](=O)[NH:10][N:11]=[CH:12][C:13]=2[C:14]2[CH:19]=[CH:18][C:17]([Cl:20])=[CH:16][CH:15]=2)=[CH:4][CH:3]=1.N1C=CC=CC=1.O=P(Cl)(Cl)[Cl:30]. The catalyst is C1(C)C=CC=CC=1. The product is [Cl:30][C:9]1[N:10]=[N:11][CH:12]=[C:13]([C:14]2[CH:19]=[CH:18][C:17]([Cl:20])=[CH:16][CH:15]=2)[C:8]=1[C:5]1[CH:6]=[CH:7][C:2]([Cl:1])=[CH:3][CH:4]=1. The yield is 0.920.